From a dataset of Full USPTO retrosynthesis dataset with 1.9M reactions from patents (1976-2016). Predict the reactants needed to synthesize the given product. (1) Given the product [OH:3][C@@H:4]([C@H:8]([C:9]([N:17]1[CH2:21][CH2:20][CH:19]([C:22]2[CH:27]=[CH:26][CH:25]=[CH:24][N:23]=2)[CH2:18]1)=[O:11])[CH2:12][CH2:13][CH2:14][CH3:15])[C:5]([OH:6])=[O:7], predict the reactants needed to synthesize it. The reactants are: CC1(C)[O:6][C:5](=[O:7])[CH:4]([CH:8]([CH2:12][CH2:13][CH2:14][CH3:15])[C:9]([OH:11])=O)[O:3]1.[NH:17]1[CH2:21][CH2:20][CH:19]([C:22]2[CH:27]=[CH:26][CH:25]=[CH:24][N:23]=2)[CH2:18]1. (2) Given the product [CH3:37][S:38][C:2]1[C:7]([NH:8][C:9](=[O:15])[CH2:10][OH:11])=[C:6]([S:41][CH3:43])[CH:5]=[C:4]([CH3:17])[N:3]=1, predict the reactants needed to synthesize it. The reactants are: Cl[C:2]1[C:7]([NH:8][C:9](=[O:15])[CH2:10][O:11]C(=O)C)=[C:6](Cl)[CH:5]=[C:4]([CH3:17])[N:3]=1.C1OCCOCCOCCOCCOCCOC1.O.[CH3:37][S-:38].[Na+].C[S:41]([CH3:43])=O. (3) The reactants are: Cl.[NH2:2][CH2:3][CH2:4][C@H:5]1[CH2:10][CH2:9][C@H:8]([CH2:11][OH:12])[CH2:7][CH2:6]1.CCN(CC)CC.[C:20]([O:24][C:25](O[C:25]([O:24][C:20]([CH3:23])([CH3:22])[CH3:21])=[O:26])=[O:26])([CH3:23])([CH3:22])[CH3:21]. Given the product [C:20]([O:24][C:25](=[O:26])[NH:2][CH2:3][CH2:4][C@H:5]1[CH2:10][CH2:9][C@H:8]([CH2:11][OH:12])[CH2:7][CH2:6]1)([CH3:23])([CH3:22])[CH3:21], predict the reactants needed to synthesize it.